From a dataset of Experimentally validated miRNA-target interactions with 360,000+ pairs, plus equal number of negative samples. Binary Classification. Given a miRNA mature sequence and a target amino acid sequence, predict their likelihood of interaction. (1) The miRNA is hsa-miR-6835-3p with sequence AAAAGCACUUUUCUGUCUCCCAG. The protein sequence of the target gene is MYTSHEDIGYDFEDGPKDKKTLKPHPNIDGGWAWMMVLSSFFVHILIMGSQMALGVLNVEWLEEFHQSRGLTAWVSSLSMGITLIVGPFIGLFINTCGCRQTAIIGGLVNSLGWVLSAYAANVHYLFITFGVAAGLGSGMAYLPAVVMVGRYFQKRRALAQGLSTTGTGFGTFLMTVLLKYLCAEYGWRNAMLIQGAVSLNLCVCGALMRPLSPGKNPNDPGEKDVRGLPAHSTESVKSTGQQGRTEEKDGGLGNEETLCDLQAQECPDQAGHRKNMCALRILKTVSWLTMRVRKGFEDW.... Result: 1 (interaction). (2) The miRNA is mmu-miR-1298-5p with sequence UUCAUUCGGCUGUCCAGAUGUA. The protein sequence of the target gene is MGRMASPLRSKSSAPRVESTRHKETSTVRVETSSHREETSSHRVETSSRQVRTSSRQVETSQRHREGPSLTPSTKRLPQFLEVSSQHVETSSQCTETSSRHVRASSSLRVETTVHRVESPARQSARMAR. Result: 1 (interaction). (3) The miRNA is mmu-miR-219a-5p with sequence UGAUUGUCCAAACGCAAUUCU. The protein sequence of the target gene is MADPAECNIKVMCRFRPLNESEVNRGDKYVAKFQGEDTVMIASKPYAFDRVFQSSTSQEQVYNDCAKKIVKDVLEGYNGTIFAYGQTSSGKTHTMEGKLHDPEGMGIIPRIVQDIFNYIYSMDENLEFHIKVSYFEIYLDKIRDLLDVSKTNLSVHEDKNRVPYVKGCTERFVCSPDEVMDTIDEGKSNRHVAVTNMNEHSSRSHSIFLINVKQENTQTEQKLSGKLYLVDLAGSEKVSKTGAEGAVLDEAKNINKSLSALGNVISALAEGSTYVPYRDSKMTRILQDSLGGNCRTTIVI.... Result: 0 (no interaction). (4) The miRNA is cel-miR-269 with sequence GGCAAGACUCUGGCAAAACU. The protein sequence of the target gene is MEVKRLKVTELRSELQRRGLDSRGLKVDLAQRLQEALDAEMLEDEAGGGGAGPGGACKAEPRPVAASGGGPGGDEEEDEEEEEEDEEALLEDEDEEPPPAQALGQAAQPPPEPPEAAAMEAAAEPDASEKPAEATAGSGGVNGGEEQGLGKREEDEPEERSGDETPGSEVPGDKAAEEQGDDQDSEKSKPAGSDGERRGVKRQRDEKDEHGRAYYEFREEAYHSRSKSPLPPEEEAKDEEEDQTLVNLDTYTSDLHFQVSKDRYGGQPLFSEKFPTLWSGARSTYGVTKGKVCFEAKVTQ.... Result: 0 (no interaction). (5) The miRNA is hsa-miR-548az-5p with sequence CAAAAGUGAUUGUGGUUUUUGC. The protein sequence of the target gene is MPCGEDWLSHPLGIVQGFFAQNGVNPDWEKKVIEYFKEKLKENNAPKWVPSLNEVPLHYLKPNSFVKFRCMIQDMFDPEFYMGVYETVNQNTKAHVLHFGKYRDVAECGPQQELDLNSPRNTTLERQTFYCVPVPGESTWVKEAYVNANQARVSPSTSYTPSRHKRSYEDDDDMDLQPNKQKDQHAGARQAGSVGGLQWCGEPKRLETEASTGQQLNSLNLSSPFDLNFPLPGEKGPACLVKVYEDWDCFKVNDILELYGILSVDPVLSILNNDERDASALLDPMECTDTAEEQRVHSPP.... Result: 1 (interaction). (6) Result: 1 (interaction). The miRNA is hsa-miR-4701-5p with sequence UUGGCCACCACACCUACCCCUU. The protein sequence of the target gene is MKPGCAAGSPGNEWIFFSTDEITTRYRNTMSNGGLQRSVILSALILLRAVTGFSGDGRAIWSKNPNFTPVNESQLFLYDTFPKNFFWGIGTGALQVEGSWKKDGKGPSIWDHFIHTHLKNVSSTNGSSDSYIFLEKDLSALDFIGVSFYQFSISWPRLFPDGIVTVANAKGLQYYSTLLDALVLRNIEPIVTLYHWDLPLALQEKYGGWKNDTIIDIFNDYATYCFQMFGDRVKYWITIHNPYLVAWHGYGTGMHAPGEKGNLAAVYTVGHNLIKAHSKVWHNYNTHFRPHQKGWLSITL.... (7) The miRNA is mmu-miR-7035-3p with sequence UCUGAGCCGCUGUCCCUGCAG. The protein sequence of the target gene is MRHTGSWKLWTWVTTFLLPACTCLTVRDKPETTCPTLRTERYQDDRNKSELSGFDLGESFALRHAFCEGDKTCFKLGSVLLIRDTVKIFPKGLPEEYAIAVMFRVRRSTKKERWFLWKILNQQNMAQISVVIDGTKKVVEFMFRGAEGDLLNYVFKNRELRPLFDRQWHKLGIGVQSRVLSLYMDCNLIASRHTEEKNSVDFQGRTIIAARASDGKPVDIELHQLRIYCNANFLAEESCCNLSPTKCPEQDDFGSTTSSWGTSNTGKMSSYLPGKQELKDTCQCIPNKEEAGLPGTLRSI.... Result: 0 (no interaction). (8) The miRNA is hsa-miR-373-5p with sequence ACUCAAAAUGGGGGCGCUUUCC. The protein sequence of the target gene is MWAVLRLALRPCARASPAGPRAYHGDSVASLGTQPDLGSALYQENYKQMKALVNQLHERVEHIKLGGGEKARALHISRGKLLPRERIDNLIDPGSPFLELSQFAGYQLYDNEEVPGGGIITGIGRVSGVECMIIANDATVKGGAYYPVTVKKQLRAQEIAMQNRLPCIYLVDSGGAYLPRQADVFPDRDHFGRTFYNQAIMSSKNIAQIAVVMGSCTAGGAYVPAMADENIIVRKQGTIFLAGPPLVKAATGEEVSAEDLGGADLHCRKSGVSDHWALDDHHALHLTRKVVRNLNYQKKL.... Result: 0 (no interaction).